Predict the product of the given reaction. From a dataset of Forward reaction prediction with 1.9M reactions from USPTO patents (1976-2016). (1) Given the reactants [Cl:1][C:2]1[CH:3]=[N:4][C:5]2[N:6]([N:8]=[C:9]([C:11]([OH:13])=O)[CH:10]=2)[CH:7]=1.[CH3:14][C:15]1([CH3:25])[CH2:24][C:23]2[C:18](=[CH:19][CH:20]=[CH:21][CH:22]=2)[CH2:17][NH:16]1, predict the reaction product. The product is: [Cl:1][C:2]1[CH:3]=[N:4][C:5]2[N:6]([N:8]=[C:9]([C:11]([N:16]3[C:15]([CH3:25])([CH3:14])[CH2:24][C:23]4[C:18](=[CH:19][CH:20]=[CH:21][CH:22]=4)[CH2:17]3)=[O:13])[CH:10]=2)[CH:7]=1. (2) Given the reactants [C:1]([CH:4]1[CH2:9][CH2:8][N:7]([C:10]([O:12][C:13]([CH3:16])([CH3:15])[CH3:14])=[O:11])[CH2:6][CH2:5]1)(=[O:3])[CH3:2].[BH4-].[Na+], predict the reaction product. The product is: [OH:3][CH:1]([CH:4]1[CH2:5][CH2:6][N:7]([C:10]([O:12][C:13]([CH3:14])([CH3:16])[CH3:15])=[O:11])[CH2:8][CH2:9]1)[CH3:2]. (3) The product is: [NH:1]([CH3:29])[C@H:2]([C:6]([N:8]([CH3:28])[C@H:9]([C:25]([NH2:27])=[O:26])[CH2:10][C:11]1[CH:12]=[CH:13][C:14]([OH:17])=[CH:15][CH:16]=1)=[O:7])[CH:3]([CH3:5])[CH3:4]. Given the reactants [N:1](C(OCC1C2C(=CC=CC=2)C2C1=CC=CC=2)=O)([CH3:29])[C@H:2]([C:6]([N:8]([CH3:28])[C@H:9]([C:25]([NH2:27])=[O:26])[CH2:10][C:11]1[CH:16]=[CH:15][C:14]([O:17]CC2C=CC=CC=2)=[CH:13][CH:12]=1)=[O:7])[CH:3]([CH3:5])[CH3:4].[H][H], predict the reaction product. (4) Given the reactants Br[C:2]1[CH:20]=[CH:19][C:5]([C:6]([NH:8][C:9]2[CH:14]=[C:13]([C:15]([F:18])([F:17])[F:16])[CH:12]=[CH:11][N:10]=2)=[O:7])=[CH:4][C:3]=1[O:21][CH2:22][CH3:23].[CH3:24][C:25]1([CH3:41])[C:29]([CH3:31])([CH3:30])[O:28][B:27]([B:27]2[O:28][C:29]([CH3:31])([CH3:30])[C:25]([CH3:41])([CH3:24])[O:26]2)[O:26]1.C([O-])(=O)C.[K+], predict the reaction product. The product is: [CH2:22]([O:21][C:3]1[CH:4]=[C:5]([CH:19]=[CH:20][C:2]=1[B:27]1[O:28][C:29]([CH3:31])([CH3:30])[C:25]([CH3:41])([CH3:24])[O:26]1)[C:6]([NH:8][C:9]1[CH:14]=[C:13]([C:15]([F:18])([F:17])[F:16])[CH:12]=[CH:11][N:10]=1)=[O:7])[CH3:23]. (5) Given the reactants [NH:1]=[C:2]1[C:11]([C:12]#[N:13])=[C:10]([C:14]2[CH:19]=[C:18]([O:20][CH3:21])[C:17]([O:22][CH3:23])=[C:16]([Br:24])[CH:15]=2)[C:9]2[C:4](=[CH:5][C:6]([N:25]([CH3:27])[CH3:26])=[CH:7][CH:8]=2)[O:3]1.N[C:29]1OC2C(C(C3C=C(OC)C(OC)=C(Br)C=3)C=1C#N)=CC=CC=2.ClC1C(=O)C(C#N)=C(C#N)C(=O)C=1Cl, predict the reaction product. The product is: [NH2:1][C:2]1[O:3][C:4]2[C:9]([C:10]([C:14]3[CH:19]=[C:18]([O:20][CH3:21])[C:17]([O:22][CH3:23])=[C:16]([Br:24])[CH:15]=3)([CH3:29])[C:11]=1[C:12]#[N:13])=[CH:8][CH:7]=[C:6]([N:25]([CH3:27])[CH3:26])[CH:5]=2.